From a dataset of Forward reaction prediction with 1.9M reactions from USPTO patents (1976-2016). Predict the product of the given reaction. (1) Given the reactants [C:1]([Si:5]([C:13]1[CH:18]=[CH:17][CH:16]=[CH:15][CH:14]=1)([C:7]1[CH:12]=[CH:11][CH:10]=[CH:9][CH:8]=1)Cl)([CH3:4])([CH3:3])[CH3:2].N1C=CN=C1.CN(C)C=O.[OH:29][CH2:30][C:31]1[CH:32]=[C:33]2[C:38](=[CH:39][CH:40]=1)[CH2:37][N:36]([C:41]([O:43][C:44]([CH3:47])([CH3:46])[CH3:45])=[O:42])[CH2:35][CH2:34]2, predict the reaction product. The product is: [Si:5]([O:29][CH2:30][C:31]1[CH:32]=[C:33]2[C:38](=[CH:39][CH:40]=1)[CH2:37][N:36]([C:41]([O:43][C:44]([CH3:47])([CH3:46])[CH3:45])=[O:42])[CH2:35][CH2:34]2)([C:1]([CH3:4])([CH3:3])[CH3:2])([C:13]1[CH:18]=[CH:17][CH:16]=[CH:15][CH:14]=1)[C:7]1[CH:12]=[CH:11][CH:10]=[CH:9][CH:8]=1. (2) Given the reactants [F:1][C:2]1[CH:3]=[CH:4][C:5]([C:11]([O:13][CH3:14])=[O:12])=[C:6](B(O)O)[CH:7]=1.[CH2:15](Br)[C:16]1[CH:21]=[CH:20][CH:19]=[CH:18][CH:17]=1.C([O-])([O-])=O.[K+].[K+], predict the reaction product. The product is: [CH2:15]([C:6]1[CH:7]=[C:2]([F:1])[CH:3]=[CH:4][C:5]=1[C:11]([O:13][CH3:14])=[O:12])[C:16]1[CH:21]=[CH:20][CH:19]=[CH:18][CH:17]=1. (3) Given the reactants Cl[C:2](Cl)([O:4]C(=O)OC(Cl)(Cl)Cl)Cl.[NH2:13][C:14]1[CH:19]=[CH:18][C:17]([N:20]2[C:24](=[O:25])[C:23]3=[CH:26][C:27]([Cl:30])=[CH:28][CH:29]=[C:22]3[C:21]2=[O:31])=[C:16]([CH3:32])[CH:15]=1.[Cl:33][C:34]1[S:38][C:37]([CH2:39][NH2:40])=[CH:36][CH:35]=1, predict the reaction product. The product is: [Cl:33][C:34]1[S:38][C:37]([CH2:39][NH:40][C:2]([NH:13][C:14]2[CH:19]=[CH:18][C:17]([N:20]3[C:24](=[O:25])[C:23]4[CH:26]=[C:27]([Cl:30])[CH:28]=[CH:29][C:22]=4[C:21]3=[O:31])=[C:16]([CH3:32])[CH:15]=2)=[O:4])=[CH:36][CH:35]=1.